This data is from Peptide-MHC class II binding affinity with 134,281 pairs from IEDB. The task is: Regression. Given a peptide amino acid sequence and an MHC pseudo amino acid sequence, predict their binding affinity value. This is MHC class II binding data. The MHC is HLA-DPA10103-DPB10401 with pseudo-sequence HLA-DPA10103-DPB10401. The binding affinity (normalized) is 0.677. The peptide sequence is AAKEDFLGCLVKEIP.